This data is from Full USPTO retrosynthesis dataset with 1.9M reactions from patents (1976-2016). The task is: Predict the reactants needed to synthesize the given product. (1) Given the product [F:1][C:2]1[CH:7]=[C:6]([F:8])[CH:5]=[CH:4][C:3]=1[C@:9]12[CH2:18][O:17][C@@H:16]([C:19]3[CH:23]=[CH:22][N:21]([CH3:24])[N:20]=3)[CH2:15][C@H:14]1[CH2:13][S:12][C:11]([NH2:25])=[N:10]2, predict the reactants needed to synthesize it. The reactants are: [F:1][C:2]1[CH:7]=[C:6]([F:8])[CH:5]=[CH:4][C:3]=1[C@:9]12[CH2:18][O:17][C@@H:16]([C:19]3[CH:23]=[CH:22][N:21]([CH3:24])[N:20]=3)[CH2:15][C@H:14]1[CH2:13][S:12][C:11]([NH:25]C(=O)C1C=CC=CC=1)=[N:10]2.FC1C=C(F)C=CC=1[C@]12CO[C@@H](C3N(C)N=CC=3)C[C@H]1CSC(NC(=O)C1C=CC=CC=1)=N2.N12CCCN=C1CCCCC2. (2) Given the product [CH:4]([C:5]1[CH:6]=[CH:7][C:8]([CH2:9][NH:10][C@H:11]([C:16]([O:18][CH:19]2[CH2:23][CH2:22][CH2:21][CH2:20]2)=[O:17])[CH2:12][CH:13]([CH3:15])[CH3:14])=[CH:24][CH:25]=1)=[O:3], predict the reactants needed to synthesize it. The reactants are: C([O:3][CH:4](OCC)[C:5]1[CH:25]=[CH:24][C:8]([CH2:9][NH:10][C@H:11]([C:16]([O:18][CH:19]2[CH2:23][CH2:22][CH2:21][CH2:20]2)=[O:17])[CH2:12][CH:13]([CH3:15])[CH3:14])=[CH:7][CH:6]=1)C.Cl. (3) Given the product [F:19][C:18]([F:21])([F:20])[C:17]1[CH:16]=[C:15]([CH2:14][OH:13])[O:3][N:2]=1, predict the reactants needed to synthesize it. The reactants are: Cl.[NH2:2][OH:3].[OH-].[Na+].[Si]([O:13][CH2:14][C:15]#[C:16][C:17](=O)[C:18]([F:21])([F:20])[F:19])(C(C)(C)C)(C)C. (4) Given the product [O:17]=[C:16]([C:18]1[CH:19]=[C:20]2[CH:26]=[CH:25][O:24][C:21]2=[CH:22][N:23]=1)[CH2:6][C:5]([O:8][CH2:9][CH3:10])=[O:7], predict the reactants needed to synthesize it. The reactants are: [O-]CC.[Na+].[C:5]([O:8][C:9](C)(C)[CH3:10])(=[O:7])[CH3:6].C(O[C:16]([C:18]1[CH:19]=[C:20]2[CH:26]=[CH:25][O:24][C:21]2=[CH:22][N:23]=1)=[O:17])C.C(O)(=O)C. (5) Given the product [CH3:1][O:2][C:3](=[O:14])[C:4]1[CH:13]=[CH:12][CH:11]=[C:6]([CH2:7][OH:8])[CH:5]=1, predict the reactants needed to synthesize it. The reactants are: [CH3:1][O:2][C:3](=[O:14])[C:4]1[CH:13]=[CH:12][CH:11]=[C:6]([C:7](OC)=[O:8])[CH:5]=1.